From a dataset of Forward reaction prediction with 1.9M reactions from USPTO patents (1976-2016). Predict the product of the given reaction. (1) Given the reactants [OH:1][NH2:2].C([O:5][C:6](=O)[CH2:7][CH2:8][CH2:9][CH2:10][CH2:11][CH2:12][N:13]([C:20]1[CH:25]=[C:24]([C:26]2[CH:31]=[CH:30][CH:29]=[CH:28][C:27]=2[F:32])[CH:23]=[CH:22][N:21]=1)[C:14]1[CH:19]=[CH:18][CH:17]=[CH:16][N:15]=1)C, predict the reaction product. The product is: [OH:1][NH:2][C:6](=[O:5])[CH2:7][CH2:8][CH2:9][CH2:10][CH2:11][CH2:12][N:13]([C:20]1[CH:25]=[C:24]([C:26]2[CH:31]=[CH:30][CH:29]=[CH:28][C:27]=2[F:32])[CH:23]=[CH:22][N:21]=1)[C:14]1[CH:19]=[CH:18][CH:17]=[CH:16][N:15]=1. (2) Given the reactants [F:1][C:2]1([CH2:8][OH:9])[CH2:7][CH2:6][O:5][CH2:4][CH2:3]1.[H-].[Na+].[Cl:12][C:13]1[CH:14]=[C:15]([S:20]([NH2:23])(=[O:22])=[O:21])[CH:16]=[CH:17][C:18]=1F.Cl, predict the reaction product. The product is: [Cl:12][C:13]1[CH:14]=[C:15]([S:20]([NH2:23])(=[O:21])=[O:22])[CH:16]=[CH:17][C:18]=1[O:9][CH2:8][C:2]1([F:1])[CH2:7][CH2:6][O:5][CH2:4][CH2:3]1. (3) Given the reactants C([O:5][C:6](=[O:15])[CH2:7][N:8]([CH:12]([CH3:14])[CH3:13])[CH:9]([CH3:11])[CH3:10])(C)(C)C.[ClH:16], predict the reaction product. The product is: [ClH:16].[CH:9]([N:8]([CH2:7][C:6]([OH:15])=[O:5])[CH:12]([CH3:13])[CH3:14])([CH3:10])[CH3:11]. (4) Given the reactants [CH3:1][O:2][C:3](=[O:47])[CH2:4][C@H:5]([OH:46])[CH2:6][C:7](=[O:45])[CH:8]=[CH:9][C:10]1[N:11]([CH:42]([CH3:44])[CH3:43])[C:12]([C:29](=[O:41])[NH:30][C:31]2[CH:36]=[CH:35][C:34]([S:37](=[O:40])(=[O:39])[NH2:38])=[CH:33][CH:32]=2)=[C:13]([C:22]2[CH:27]=[CH:26][C:25]([F:28])=[CH:24][CH:23]=2)[C:14]=1[C:15]1[CH:20]=[CH:19][C:18]([F:21])=[CH:17][CH:16]=1.C(B(CC)OC)C.[BH4-].[Na+], predict the reaction product. The product is: [CH3:1][O:2][C:3](=[O:47])[CH2:4][C@H:5]([OH:46])[CH2:6][C@H:7]([OH:45])[CH:8]=[CH:9][C:10]1[N:11]([CH:42]([CH3:43])[CH3:44])[C:12]([C:29](=[O:41])[NH:30][C:31]2[CH:32]=[CH:33][C:34]([S:37](=[O:39])(=[O:40])[NH2:38])=[CH:35][CH:36]=2)=[C:13]([C:22]2[CH:27]=[CH:26][C:25]([F:28])=[CH:24][CH:23]=2)[C:14]=1[C:15]1[CH:20]=[CH:19][C:18]([F:21])=[CH:17][CH:16]=1. (5) Given the reactants [C:1]1([C:7]2[C:15]3[CH:14]=[CH:13][C:12]([C:22]4[CH:27]=[CH:26][CH:25]=[CH:24][CH:23]=4)([C:16]4[CH:21]=[CH:20][CH:19]=[CH:18][CH:17]=4)[CH2:11][C:10]=3[N:9](COCC[Si](C)(C)C)[N:8]=2)[CH:6]=[CH:5][CH:4]=[CH:3][CH:2]=1.C1(C2C3C=CC(C4C=CC=CC=4)(C4C=CC=CC=4)CC=3NN2COCC[Si](C)(C)C)C=CC=CC=1.Cl, predict the reaction product. The product is: [C:1]1([C:7]2[C:15]3[CH:14]=[CH:13][C:12]([C:22]4[CH:23]=[CH:24][CH:25]=[CH:26][CH:27]=4)([C:16]4[CH:17]=[CH:18][CH:19]=[CH:20][CH:21]=4)[CH2:11][C:10]=3[NH:9][N:8]=2)[CH:6]=[CH:5][CH:4]=[CH:3][CH:2]=1. (6) Given the reactants O.Cl.[OH:3][C:4]1[CH:13]=[CH:12][C:11]2[C:6](=[CH:7][CH:8]=[CH:9][CH:10]=2)[C:5]=1[C:14](=O)[CH3:15], predict the reaction product. The product is: [CH2:14]([C:5]1[C:6]2[C:11](=[CH:10][CH:9]=[CH:8][CH:7]=2)[CH:12]=[CH:13][C:4]=1[OH:3])[CH3:15]. (7) The product is: [C:36]([N:24]1[C:25]2[C:21](=[CH:20][C:19]([C:16]3[CH:17]=[C:18]4[C:10]([C:8]([C:7]5[C:2]([F:1])=[C:3]([NH:29][S:30]([CH2:33][CH2:34][CH3:35])(=[O:31])=[O:32])[CH:4]=[CH:5][C:6]=5[F:28])=[O:9])=[CH:11][NH:12][C:13]4=[N:14][CH:15]=3)=[CH:27][CH:26]=2)[CH:22]=[N:23]1)(=[O:38])[CH3:37]. Given the reactants [F:1][C:2]1[C:7]([C:8]([C:10]2[C:18]3[C:13](=[N:14][CH:15]=[C:16]([C:19]4[CH:20]=[C:21]5[C:25](=[CH:26][CH:27]=4)[NH:24][N:23]=[CH:22]5)[CH:17]=3)[NH:12][CH:11]=2)=[O:9])=[C:6]([F:28])[CH:5]=[CH:4][C:3]=1[NH:29][S:30]([CH2:33][CH2:34][CH3:35])(=[O:32])=[O:31].[C:36](OC(=O)C)(=[O:38])[CH3:37], predict the reaction product.